Dataset: NCI-60 drug combinations with 297,098 pairs across 59 cell lines. Task: Regression. Given two drug SMILES strings and cell line genomic features, predict the synergy score measuring deviation from expected non-interaction effect. (1) Drug 1: C1C(C(OC1N2C=C(C(=O)NC2=O)F)CO)O. Drug 2: COC1=C2C(=CC3=C1OC=C3)C=CC(=O)O2. Cell line: SK-MEL-5. Synergy scores: CSS=4.92, Synergy_ZIP=-1.53, Synergy_Bliss=1.25, Synergy_Loewe=-8.68, Synergy_HSA=-1.45. (2) Drug 1: C1CC(C1)(C(=O)O)C(=O)O.[NH2-].[NH2-].[Pt+2]. Drug 2: CC(C)NC(=O)C1=CC=C(C=C1)CNNC.Cl. Cell line: RXF 393. Synergy scores: CSS=0.0135, Synergy_ZIP=1.66, Synergy_Bliss=1.76, Synergy_Loewe=-2.54, Synergy_HSA=-2.57. (3) Drug 1: C1C(C(OC1N2C=NC3=C(N=C(N=C32)Cl)N)CO)O. Drug 2: C1=CN(C=N1)CC(O)(P(=O)(O)O)P(=O)(O)O. Cell line: SN12C. Synergy scores: CSS=46.8, Synergy_ZIP=-1.07, Synergy_Bliss=-3.44, Synergy_Loewe=-22.0, Synergy_HSA=-1.88. (4) Drug 1: C1=CC(=CC=C1CCCC(=O)O)N(CCCl)CCCl. Drug 2: CN1C(=O)N2C=NC(=C2N=N1)C(=O)N. Cell line: HOP-62. Synergy scores: CSS=35.1, Synergy_ZIP=3.58, Synergy_Bliss=2.36, Synergy_Loewe=-15.1, Synergy_HSA=-2.90. (5) Drug 1: CNC(=O)C1=CC=CC=C1SC2=CC3=C(C=C2)C(=NN3)C=CC4=CC=CC=N4. Drug 2: C1=C(C(=O)NC(=O)N1)F. Cell line: HL-60(TB). Synergy scores: CSS=61.8, Synergy_ZIP=-2.95, Synergy_Bliss=-9.94, Synergy_Loewe=-7.39, Synergy_HSA=-6.81. (6) Drug 1: C1CN1P(=S)(N2CC2)N3CC3. Drug 2: CC1=C(C(CCC1)(C)C)C=CC(=CC=CC(=CC(=O)O)C)C. Cell line: SNB-19. Synergy scores: CSS=4.37, Synergy_ZIP=-1.73, Synergy_Bliss=-0.885, Synergy_Loewe=-13.5, Synergy_HSA=-6.27. (7) Drug 1: CC1C(C(CC(O1)OC2CC(CC3=C2C(=C4C(=C3O)C(=O)C5=C(C4=O)C(=CC=C5)OC)O)(C(=O)CO)O)N)O.Cl. Cell line: HCT116. Drug 2: CC(C)CN1C=NC2=C1C3=CC=CC=C3N=C2N. Synergy scores: CSS=42.0, Synergy_ZIP=3.60, Synergy_Bliss=1.25, Synergy_Loewe=-2.08, Synergy_HSA=-3.01.